Task: Predict the reactants needed to synthesize the given product.. Dataset: Full USPTO retrosynthesis dataset with 1.9M reactions from patents (1976-2016) (1) Given the product [Cl:1][C:2]1[CH:7]=[CH:6][C:5]([CH2:8][C:9]2[O:10][N:19]=[C:13]([C:14]([O:16][CH2:17][CH3:18])=[O:15])[N:12]=2)=[CH:4][CH:3]=1, predict the reactants needed to synthesize it. The reactants are: [Cl:1][C:2]1[CH:7]=[CH:6][C:5]([CH2:8][C:9](Cl)=[O:10])=[CH:4][CH:3]=1.[NH2:12][C:13](=[N:19]O)[C:14]([O:16][CH2:17][CH3:18])=[O:15].C(N(CC)C(C)C)(C)C.O. (2) The reactants are: Br[CH2:2][C:3]1[S:7][CH:6]=[N:5][C:4]=1[CH2:8][CH3:9].[SH:10][C:11]1[N:16]=[C:15]([OH:17])[CH:14]=[C:13]([C:18]([F:21])([F:20])[F:19])[N:12]=1.C(N(CC)CC)C. Given the product [CH2:8]([C:4]1[N:5]=[CH:6][S:7][C:3]=1[CH2:2][S:10][C:11]1[N:16]=[C:15]([OH:17])[CH:14]=[C:13]([C:18]([F:21])([F:19])[F:20])[N:12]=1)[CH3:9], predict the reactants needed to synthesize it. (3) Given the product [Cl:1][C:2]1[CH:3]=[CH:4][C:5]([N+:10]([O-:12])=[O:11])=[C:6]([CH:9]=1)[CH2:7][N:14]([CH3:15])[CH3:13], predict the reactants needed to synthesize it. The reactants are: [Cl:1][C:2]1[CH:3]=[CH:4][C:5]([N+:10]([O-:12])=[O:11])=[C:6]([CH:9]=1)[CH:7]=O.[CH3:13][NH:14][CH3:15].C(O[BH-](OC(=O)C)OC(=O)C)(=O)C.[Na+]. (4) Given the product [F:30][C:27]1[CH:28]=[CH:29][C:24]([CH2:23][CH2:22][N:12]2[CH2:13][CH2:14][CH:9]([C:7]([C:15]3[CH:20]=[CH:19][CH:18]=[CH:17][CH:16]=3)([C:1]3[CH:2]=[CH:3][CH:4]=[CH:5][CH:6]=3)[OH:8])[CH2:10][CH2:11]2)=[CH:25][CH:26]=1, predict the reactants needed to synthesize it. The reactants are: [C:1]1([C:7]([C:15]2[CH:20]=[CH:19][CH:18]=[CH:17][CH:16]=2)([CH:9]2[CH2:14][CH2:13][NH:12][CH2:11][CH2:10]2)[OH:8])[CH:6]=[CH:5][CH:4]=[CH:3][CH:2]=1.Br[CH2:22][CH2:23][C:24]1[CH:29]=[CH:28][C:27]([F:30])=[CH:26][CH:25]=1.C(#N)C. (5) The reactants are: Br[C:2]1[CH:3]=[CH:4][C:5]([NH:11][C:12]2[C:17]([CH3:18])=[CH:16][C:15]([CH3:19])=[CH:14][C:13]=2[CH3:20])=[C:6]([CH:10]=1)[C:7]([NH2:9])=[O:8].[CH3:21][N:22]1[C:26](B(O)O)=[CH:25][CH:24]=[N:23]1.C([O-])([O-])=O.[Cs+].[Cs+].C(COC)OC. Given the product [CH3:21][N:22]1[C:26]([C:2]2[CH:3]=[CH:4][C:5]([NH:11][C:12]3[C:17]([CH3:18])=[CH:16][C:15]([CH3:19])=[CH:14][C:13]=3[CH3:20])=[C:6]([CH:10]=2)[C:7]([NH2:9])=[O:8])=[CH:25][CH:24]=[N:23]1, predict the reactants needed to synthesize it. (6) Given the product [CH2:1]([O:14][C:11]1[CH:12]=[CH:13][C:8]([N+:5]([O-:7])=[O:6])=[CH:9][CH:10]=1)[C:2]1[CH:4]=[CH:10][CH:9]=[CH:8][CH:13]=1, predict the reactants needed to synthesize it. The reactants are: [CH3:1][C:2]([CH3:4])=O.[N+:5]([C:8]1[CH:13]=[CH:12][C:11]([OH:14])=[CH:10][CH:9]=1)([O-:7])=[O:6].C(=O)([O-])[O-].[K+].[K+]. (7) Given the product [N+:2](=[C:33]1[CH2:37][C@H:36]([C:38]2[CH:43]=[CH:42][CH:41]=[C:40]([F:44])[CH:39]=2)[N:35]([C:45]2[CH:46]=[CH:47][C:48]([O:51][C:52]([F:55])([F:53])[F:54])=[CH:49][CH:50]=2)[C:34]1=[O:56])=[N-:3], predict the reactants needed to synthesize it. The reactants are: [N-]=[N+:2]=[N-:3].[Na+].CCCC(C)C.FC(F)(F)S(OS(C(F)(F)F)(=O)=O)(=O)=O.ClC1C=CC(C([CH:33]2[CH2:37][CH:36]([C:38]3[CH:43]=[CH:42][CH:41]=[C:40]([F:44])[CH:39]=3)[N:35]([C:45]3[CH:50]=[CH:49][C:48]([O:51][C:52]([F:55])([F:54])[F:53])=[CH:47][CH:46]=3)[C:34]2=[O:56])=O)=CC=1.